From a dataset of NCI-60 drug combinations with 297,098 pairs across 59 cell lines. Regression. Given two drug SMILES strings and cell line genomic features, predict the synergy score measuring deviation from expected non-interaction effect. (1) Drug 1: C1CC(C1)(C(=O)O)C(=O)O.[NH2-].[NH2-].[Pt+2]. Drug 2: C1C(C(OC1N2C=NC3=C2NC=NCC3O)CO)O. Cell line: SF-539. Synergy scores: CSS=5.95, Synergy_ZIP=-1.89, Synergy_Bliss=1.25, Synergy_Loewe=-1.55, Synergy_HSA=-1.82. (2) Drug 1: COC1=CC(=CC(=C1O)OC)C2C3C(COC3=O)C(C4=CC5=C(C=C24)OCO5)OC6C(C(C7C(O6)COC(O7)C8=CC=CS8)O)O. Drug 2: C(CN)CNCCSP(=O)(O)O. Cell line: NCI-H226. Synergy scores: CSS=13.1, Synergy_ZIP=-0.735, Synergy_Bliss=9.49, Synergy_Loewe=-20.5, Synergy_HSA=1.71. (3) Drug 1: CC1=CC2C(CCC3(C2CCC3(C(=O)C)OC(=O)C)C)C4(C1=CC(=O)CC4)C. Drug 2: C1=CC(=CC=C1CCCC(=O)O)N(CCCl)CCCl. Cell line: MDA-MB-231. Synergy scores: CSS=12.8, Synergy_ZIP=-1.55, Synergy_Bliss=-0.872, Synergy_Loewe=-14.4, Synergy_HSA=-10.1. (4) Drug 1: C1C(C(OC1N2C=C(C(=O)NC2=O)F)CO)O. Drug 2: C1C(C(OC1N2C=NC3=C(N=C(N=C32)Cl)N)CO)O. Cell line: T-47D. Synergy scores: CSS=28.3, Synergy_ZIP=-9.44, Synergy_Bliss=-6.41, Synergy_Loewe=-3.03, Synergy_HSA=-5.33. (5) Drug 1: C1=NC2=C(N=C(N=C2N1C3C(C(C(O3)CO)O)F)Cl)N. Drug 2: C1C(C(OC1N2C=NC(=NC2=O)N)CO)O. Cell line: A549. Synergy scores: CSS=17.7, Synergy_ZIP=0.692, Synergy_Bliss=4.90, Synergy_Loewe=2.87, Synergy_HSA=3.28. (6) Drug 1: CC1=C(C(CCC1)(C)C)C=CC(=CC=CC(=CC(=O)O)C)C. Drug 2: CC1=C(C(=O)C2=C(C1=O)N3CC4C(C3(C2COC(=O)N)OC)N4)N. Cell line: OVCAR-8. Synergy scores: CSS=29.6, Synergy_ZIP=1.10, Synergy_Bliss=0.321, Synergy_Loewe=-19.4, Synergy_HSA=-0.429.